From a dataset of Forward reaction prediction with 1.9M reactions from USPTO patents (1976-2016). Predict the product of the given reaction. (1) The product is: [CH:17]1([O:16][CH2:15][CH2:14][S:12][C:10]2[N:11]=[C:4]3[N:3]=[C:2]([CH3:1])[CH:7]=[C:6]([CH3:8])[N:5]3[N:9]=2)[CH2:22][CH2:21][CH2:20][CH2:19][CH2:18]1. Given the reactants [CH3:1][C:2]1[CH:7]=[C:6]([CH3:8])[N:5]2[N:9]=[C:10]([SH:12])[N:11]=[C:4]2[N:3]=1.Br[CH2:14][CH2:15][O:16][CH:17]1[CH2:22][CH2:21][CH2:20][CH2:19][CH2:18]1, predict the reaction product. (2) Given the reactants [NH2:1][C@@H:2]1[CH2:6][CH2:5][N:4]([C:7]2[CH:12]=[CH:11][C:10]([NH:13][C:14]3[N:19]=[C:18]([C:20]4[N:24]([CH:25]([CH3:27])[CH3:26])[C:23]([CH3:28])=[N:22][CH:21]=4)[C:17]([F:29])=[CH:16][N:15]=3)=[CH:9][CH:8]=2)[CH2:3]1.[C:30](O)(=[O:34])[C@H:31]([CH3:33])[OH:32], predict the reaction product. The product is: [F:29][C:17]1[C:18]([C:20]2[N:24]([CH:25]([CH3:26])[CH3:27])[C:23]([CH3:28])=[N:22][CH:21]=2)=[N:19][C:14]([NH:13][C:10]2[CH:9]=[CH:8][C:7]([N:4]3[CH2:5][CH2:6][C@@H:2]([NH:1][C:30](=[O:34])[C@@H:31]([OH:32])[CH3:33])[CH2:3]3)=[CH:12][CH:11]=2)=[N:15][CH:16]=1. (3) Given the reactants [C:1]1([N:7]([C:20]2[CH:25]=[CH:24][CH:23]=[CH:22][CH:21]=2)[C:8]2[C:13]([CH3:14])=[CH:12][C:11]([C:15]([CH3:18])([CH3:17])[CH3:16])=[CH:10][C:9]=2[CH3:19])[CH:6]=[CH:5][CH:4]=[CH:3][CH:2]=1.[Br:26]N1C(=O)CCC1=O.CN(C)C=O, predict the reaction product. The product is: [Br:26][C:4]1[CH:5]=[CH:6][C:1]([N:7]([C:8]2[C:13]([CH3:14])=[CH:12][C:11]([C:15]([CH3:18])([CH3:16])[CH3:17])=[CH:10][C:9]=2[CH3:19])[C:20]2[CH:25]=[CH:24][CH:23]=[CH:22][CH:21]=2)=[CH:2][CH:3]=1. (4) Given the reactants C(OC(=O)[NH:7][C@@H:8]([CH2:25][OH:26])[CH2:9][C:10]1[CH:15]=[CH:14][C:13]([O:16][C:17]2[C:22]([C:23]#[N:24])=[CH:21][CH:20]=[CH:19][N:18]=2)=[CH:12][CH:11]=1)(C)(C)C.[ClH:28], predict the reaction product. The product is: [ClH:28].[ClH:28].[NH2:7][C@H:8]([CH2:9][C:10]1[CH:11]=[CH:12][C:13]([O:16][C:17]2[C:22]([C:23]#[N:24])=[CH:21][CH:20]=[CH:19][N:18]=2)=[CH:14][CH:15]=1)[CH2:25][OH:26]. (5) Given the reactants [CH3:1][O:2][C:3]([C:5]1([NH:14][C:15](=[O:38])[C:16]2[CH:21]=[CH:20][C:19]([O:22][CH3:23])=[C:18]([O:24][CH2:25][CH2:26][C:27]3[CH:32]=[CH:31][CH:30]=[C:29]([CH2:33][CH2:34][N:35]=[N+]=[N-])[CH:28]=3)[CH:17]=2)[CH2:13][C:12]2[C:7](=[CH:8][CH:9]=[CH:10][CH:11]=2)[CH2:6]1)=[O:4].C1(P(C2C=CC=CC=2)C2C=CC=CC=2)C=CC=CC=1, predict the reaction product. The product is: [CH3:1][O:2][C:3]([C:5]1([NH:14][C:15](=[O:38])[C:16]2[CH:21]=[CH:20][C:19]([O:22][CH3:23])=[C:18]([O:24][CH2:25][CH2:26][C:27]3[CH:32]=[CH:31][CH:30]=[C:29]([CH2:33][CH2:34][NH2:35])[CH:28]=3)[CH:17]=2)[CH2:13][C:12]2[C:7](=[CH:8][CH:9]=[CH:10][CH:11]=2)[CH2:6]1)=[O:4]. (6) Given the reactants [CH:1](=[N:8][C@@H:9]([CH:12]([CH3:14])[CH3:13])[CH2:10][OH:11])[C:2]1[CH:7]=[CH:6][CH:5]=[CH:4][CH:3]=1.[F:15]C1C=C(C=CC=1)C=O, predict the reaction product. The product is: [F:15][C:4]1[CH:3]=[C:2]([CH:7]=[CH:6][CH:5]=1)[CH:1]=[N:8][C@@H:9]([CH:12]([CH3:14])[CH3:13])[CH2:10][OH:11].